This data is from Forward reaction prediction with 1.9M reactions from USPTO patents (1976-2016). The task is: Predict the product of the given reaction. (1) Given the reactants [CH2:1]([N:4]1[C:12]2[C:7](=[N:8][C:9]([NH2:13])=[N:10][CH:11]=2)[N:6]([C@@H:14]2[O:26][C@H:25]([CH2:27][O:28]C(=O)C)[C@@H:20]([O:21]C(=O)C)[C@H:15]2[O:16]C(=O)C)[C:5]1=[O:32])[CH:2]=[CH2:3].C([O-])([O-])=O.[K+].[K+], predict the reaction product. The product is: [CH2:1]([N:4]1[C:12]2[C:7](=[N:8][C:9]([NH2:13])=[N:10][CH:11]=2)[N:6]([C@@H:14]2[O:26][C@H:25]([CH2:27][OH:28])[C@@H:20]([OH:21])[C@H:15]2[OH:16])[C:5]1=[O:32])[CH:2]=[CH2:3]. (2) Given the reactants C([N:9]1[CH:13]=[C:12]([C:14]2[C:22]3[C:17](=[N:18][CH:19]=[C:20]([C:23]4[CH:28]=[CH:27][C:26]([N:29]5[CH2:34][CH2:33][N:32](C(OC(C)(C)C)=O)[CH2:31][CH2:30]5)=[CH:25][CH:24]=4)[CH:21]=3)[N:16]([S:42]([C:45]3[CH:51]=[CH:50][C:48]([CH3:49])=[CH:47][CH:46]=3)(=[O:44])=[O:43])[CH:15]=2)[CH:11]=[N:10]1)CC1C=CC=CC=1, predict the reaction product. The product is: [CH2:20]([N:9]1[CH:13]=[C:12]([C:14]2[C:22]3[C:17](=[N:18][CH:19]=[C:20]([C:23]4[CH:24]=[CH:25][C:26]([N:29]5[CH2:34][CH2:33][NH:32][CH2:31][CH2:30]5)=[CH:27][CH:28]=4)[CH:21]=3)[N:16]([S:42]([C:45]3[CH:46]=[CH:47][C:48]([CH3:49])=[CH:50][CH:51]=3)(=[O:43])=[O:44])[CH:15]=2)[CH:11]=[N:10]1)[C:23]1[CH:28]=[CH:27][CH:26]=[CH:25][CH:24]=1. (3) Given the reactants C([O:3][C:4]([C:6]1[NH:7][C:8]2[C:13]([C:14]=1[CH2:15][CH2:16][CH3:17])=[CH:12][C:11]([Cl:18])=[CH:10][CH:9]=2)=[O:5])C.I[CH3:20], predict the reaction product. The product is: [Cl:18][C:11]1[CH:12]=[C:13]2[C:8](=[CH:9][CH:10]=1)[N:7]([CH3:20])[C:6]([C:4]([OH:3])=[O:5])=[C:14]2[CH2:15][CH2:16][CH3:17]. (4) Given the reactants [Cl:1][CH2:2][C:3]1[S:4][CH:5]=[C:6]([C:8]2[C:16]3[C:11](=[C:12]([O:17][CH3:18])[CH:13]=[CH:14][CH:15]=3)[N:10]([CH2:19][CH:20]3[CH2:25][CH2:24][CH2:23][CH2:22][CH2:21]3)[CH:9]=2)[N:7]=1.[CH2:26]([NH:28][CH2:29][CH3:30])[CH3:27], predict the reaction product. The product is: [ClH:1].[CH:20]1([CH2:19][N:10]2[C:11]3[C:16](=[CH:15][CH:14]=[CH:13][C:12]=3[O:17][CH3:18])[C:8]([C:6]3[N:7]=[C:3]([CH2:2][N:28]([CH2:29][CH3:30])[CH2:26][CH3:27])[S:4][CH:5]=3)=[CH:9]2)[CH2:25][CH2:24][CH2:23][CH2:22][CH2:21]1. (5) Given the reactants [CH3:1][N:2]1[C:6](OS(C2C=CC(C)=CC=2)(=O)=O)=[CH:5][C:4]([C:18]2[CH:23]=[CH:22][CH:21]=[CH:20][CH:19]=2)=[N:3]1.[C:24]1([C:30]#[CH:31])[CH:29]=[CH:28][CH:27]=[CH:26][CH:25]=1, predict the reaction product. The product is: [CH3:1][N:2]1[C:6]([C:31]#[C:30][C:24]2[CH:29]=[CH:28][CH:27]=[CH:26][CH:25]=2)=[CH:5][C:4]([C:18]2[CH:19]=[CH:20][CH:21]=[CH:22][CH:23]=2)=[N:3]1.